Dataset: Reaction yield outcomes from USPTO patents with 853,638 reactions. Task: Predict the reaction yield, written as a fraction of the theoretical maximum amount of product (1.0 means a 100% yield; for example, 0.34 means a 34% yield). (1) The reactants are C([N:8](CC1C=CC=CC=1)[CH:9]1[CH2:13][CH:12]([C:14]2[N:18]3[C:19]4[CH:25]=[CH:24][N:23]([CH2:26][O:27][CH2:28][CH2:29][Si:30]([CH3:33])([CH3:32])[CH3:31])[C:20]=4[N:21]=[CH:22][C:17]3=[N:16][CH:15]=2)[CH:11]([CH3:34])[CH2:10]1)C1C=CC=CC=1.[H][H]. The catalyst is C(O)C(F)(F)F.[OH-].[OH-].[Pd+2]. The product is [CH3:34][CH:11]1[CH:12]([C:14]2[N:18]3[C:19]4[CH:25]=[CH:24][N:23]([CH2:26][O:27][CH2:28][CH2:29][Si:30]([CH3:33])([CH3:32])[CH3:31])[C:20]=4[N:21]=[CH:22][C:17]3=[N:16][CH:15]=2)[CH2:13][CH:9]([NH2:8])[CH2:10]1. The yield is 0.980. (2) The reactants are C([O:3][P:4]([C:9]1[CH:14]=[CH:13][CH:12]=[CH:11][C:10]=1[NH2:15])(=[O:8])[O:5]CC)C.[ClH:16]. The catalyst is C1(C)C=CC=CC=1. The product is [ClH:16].[NH2:15][C:10]1[CH:11]=[CH:12][CH:13]=[CH:14][C:9]=1[P:4](=[O:3])([OH:8])[OH:5]. The yield is 0.970. (3) The reactants are [OH:1][C@H:2]1[CH2:10][C:9]2[C:4](=[CH:5][CH:6]=[CH:7][CH:8]=2)[C@H:3]1[NH:11][C:12](=[O:18])[O:13][C:14]([CH3:17])([CH3:16])[CH3:15].C(N(CC)CC)C.[CH3:26][S:27](Cl)(=[O:29])=[O:28]. The catalyst is C(Cl)Cl. The product is [CH3:16][C:14]([CH3:15])([O:13][C:12]([NH:11][C@@H:3]1[C:4]2[C:9](=[CH:8][CH:7]=[CH:6][CH:5]=2)[CH2:10][C@@H:2]1[O:1][S:27]([CH3:26])(=[O:29])=[O:28])=[O:18])[CH3:17]. The yield is 0.980. (4) The reactants are Cl[C:2]1[N:3]=[N:4][C:5]([C:8]([F:11])([F:10])[F:9])=[CH:6][CH:7]=1.[OH-].[NH4+:13]. The catalyst is C1COCC1. The product is [F:9][C:8]([F:11])([F:10])[C:5]1[N:4]=[N:3][C:2]([NH2:13])=[CH:7][CH:6]=1. The yield is 0.930. (5) The reactants are O=[C:2]1[CH2:5][CH:4]([C:6]([O:8][CH3:9])=[O:7])[CH2:3]1.[CH3:10][NH:11][CH3:12].C(O[BH-](OC(=O)C)OC(=O)C)(=O)C.[Na+].[OH-].[Na+]. The catalyst is CCOC(C)=O. The product is [CH3:10][N:11]([CH3:12])[CH:2]1[CH2:5][CH:4]([C:6]([O:8][CH3:9])=[O:7])[CH2:3]1. The yield is 0.970. (6) The reactants are Br[C:2]1(Br)[C:10]2[C:5](=[N:6][CH:7]=[C:8]([Br:11])[CH:9]=2)[NH:4][C:3]1=[O:12]. The catalyst is C(O)(=O)C.[Zn]. The product is [Br:11][C:8]1[CH:9]=[C:10]2[CH2:2][C:3](=[O:12])[NH:4][C:5]2=[N:6][CH:7]=1. The yield is 0.320.